The task is: Predict which catalyst facilitates the given reaction.. This data is from Catalyst prediction with 721,799 reactions and 888 catalyst types from USPTO. (1) Reactant: [CH2:1]([O:3][C:4](=[O:9])[CH:5]([F:8])[CH2:6][OH:7])[CH3:2].N1C=CN=C1.[Si:15](Cl)([C:28]([CH3:31])([CH3:30])[CH3:29])([C:22]1[CH:27]=[CH:26][CH:25]=[CH:24][CH:23]=1)[C:16]1[CH:21]=[CH:20][CH:19]=[CH:18][CH:17]=1.O.C(=O)(O)[O-].[Na+]. Product: [CH2:1]([O:3][C:4](=[O:9])[CH:5]([F:8])[CH2:6][O:7][Si:15]([C:28]([CH3:31])([CH3:30])[CH3:29])([C:22]1[CH:23]=[CH:24][CH:25]=[CH:26][CH:27]=1)[C:16]1[CH:21]=[CH:20][CH:19]=[CH:18][CH:17]=1)[CH3:2]. The catalyst class is: 4. (2) Reactant: [CH2:1]([O:3][C:4]([C:6]1[C:7]([CH3:30])=[C:8]2[C:13](=[CH:14][C:15]=1[CH3:16])[N:12]=[C:11]([CH3:17])[N:10]([C:18]1[CH:23]=[CH:22][CH:21]=[CH:20][C:19]=1[S:24](=[O:28])(=[O:27])[NH:25][CH3:26])[C:9]2=[O:29])=[O:5])[CH3:2].C(O[C:34](=O)[C:35]1C(C)=CC(NC(=O)C)=C(C(O)=O)[C:36]=1C)C.NC1C=CC=CC=1S(NC)(=O)=O.P(Cl)(Cl)Cl. Product: [CH:2]1([CH2:1][O:3][C:4]([C:6]2[C:7]([CH3:30])=[C:8]3[C:13](=[CH:14][C:15]=2[CH3:16])[N:12]=[C:11]([CH3:17])[N:10]([C:18]2[CH:23]=[CH:22][CH:21]=[CH:20][C:19]=2[S:24](=[O:28])(=[O:27])[NH:25][CH3:26])[C:9]3=[O:29])=[O:5])[CH2:36][CH2:35][CH2:34]1. The catalyst class is: 11.